Regression. Given a peptide amino acid sequence and an MHC pseudo amino acid sequence, predict their binding affinity value. This is MHC class I binding data. From a dataset of Peptide-MHC class I binding affinity with 185,985 pairs from IEDB/IMGT. (1) The peptide sequence is VLYGPDTPV. The MHC is HLA-A02:03 with pseudo-sequence HLA-A02:03. The binding affinity (normalized) is 0.583. (2) The peptide sequence is IDPLIVSTS. The MHC is HLA-B18:01 with pseudo-sequence HLA-B18:01. The binding affinity (normalized) is 0. (3) The peptide sequence is NASLKNTISK. The MHC is HLA-A11:01 with pseudo-sequence HLA-A11:01. The binding affinity (normalized) is 0.601. (4) The peptide sequence is YAEISFMLW. The MHC is HLA-A69:01 with pseudo-sequence HLA-A69:01. The binding affinity (normalized) is 0.0847. (5) The peptide sequence is IHLDKGGQF. The MHC is HLA-A68:02 with pseudo-sequence HLA-A68:02. The binding affinity (normalized) is 0.0847. (6) The peptide sequence is YEAMYTPHT. The MHC is HLA-B44:03 with pseudo-sequence HLA-B44:03. The binding affinity (normalized) is 0.125. (7) The peptide sequence is AVKDVTITKK. The MHC is HLA-A31:01 with pseudo-sequence HLA-A31:01. The binding affinity (normalized) is 0.408. (8) The peptide sequence is AMAKAAAAV. The MHC is HLA-A02:03 with pseudo-sequence HLA-A02:03. The binding affinity (normalized) is 0.754. (9) The peptide sequence is EARGKEKLL. The MHC is HLA-B08:01 with pseudo-sequence HLA-B08:01. The binding affinity (normalized) is 0.198. (10) The peptide sequence is FHKDGAFFL. The MHC is HLA-A02:01 with pseudo-sequence HLA-A02:01. The binding affinity (normalized) is 0.